This data is from Catalyst prediction with 721,799 reactions and 888 catalyst types from USPTO. The task is: Predict which catalyst facilitates the given reaction. (1) Reactant: C1(C(=[N:14][C:15]2([C:31]([O:33][CH2:34][CH3:35])=[O:32])[CH2:19][CH:18]([C:20]3[CH:29]=[CH:28][C:27]4[C:26](=[O:30])[CH2:25][CH2:24][CH2:23][C:22]=4[CH:21]=3)[CH:17]=[CH:16]2)C2C=CC=CC=2)C=CC=CC=1.Cl.C([O-])(O)=O.[Na+].C(OCC)(=O)C. Product: [NH2:14][C:15]1([C:31]([O:33][CH2:34][CH3:35])=[O:32])[CH2:16][CH2:17][CH:18]([C:20]2[CH:29]=[CH:28][C:27]3[C:26](=[O:30])[CH2:25][CH2:24][CH2:23][C:22]=3[CH:21]=2)[CH2:19]1. The catalyst class is: 50. (2) Reactant: Cl.[C:2]1(=[O:12])[C:6]2([CH2:11][CH2:10][NH:9][CH2:8][CH2:7]2)[CH2:5][CH2:4][NH:3]1.CCN(CC)CC.[CH3:20][C:21]1[C:29]2[CH2:28][O:27][C:26](=[O:30])[C:25]=2[CH:24]=[CH:23][C:22]=1[C@@H:31]1[CH2:33][O:32]1. Product: [OH:32][C@H:31]([C:22]1[C:21]([CH3:20])=[C:29]2[C:25](=[CH:24][CH:23]=1)[C:26](=[O:30])[O:27][CH2:28]2)[CH2:33][N:9]1[CH2:10][CH2:11][C:6]2([C:2](=[O:12])[NH:3][CH2:4][CH2:5]2)[CH2:7][CH2:8]1. The catalyst class is: 8. (3) Reactant: [C:1]([C:5]1[CH:13]=[CH:12][C:8]([C:9]([NH2:11])=[NH:10])=[CH:7][CH:6]=1)([CH3:4])([CH3:3])[CH3:2].C(=O)(O)[O-].[K+].Cl[CH2:20][C:21](=O)[CH3:22]. Product: [C:1]([C:5]1[CH:6]=[CH:7][C:8]([C:9]2[NH:10][C:21]([CH3:22])=[CH:20][N:11]=2)=[CH:12][CH:13]=1)([CH3:4])([CH3:2])[CH3:3]. The catalyst class is: 20. (4) Reactant: C([O:4][CH2:5][C:6]([NH:8][C@H:9]1[CH2:14][CH2:13][CH2:12][N:11]([C:15]2[N:16]=[C:17]3[CH:34]=[C:33]([C:35]([NH:37][C:38]4[S:39][CH:40]=[C:41]([C:43]([CH3:46])([CH3:45])[CH3:44])[N:42]=4)=[O:36])[CH:32]=[CH:31][N:18]3[C:19](=[O:30])[C:20]=2/[CH:21]=[CH:22]/[C:23]([O:25][C:26]([CH3:29])([CH3:28])[CH3:27])=[O:24])[CH2:10]1)=[O:7])(=O)C.[OH-].[Na+]. Product: [C:43]([C:41]1[N:42]=[C:38]([NH:37][C:35]([C:33]2[CH:32]=[CH:31][N:18]3[C:19](=[O:30])[C:20](/[CH:21]=[CH:22]/[C:23]([O:25][C:26]([CH3:29])([CH3:28])[CH3:27])=[O:24])=[C:15]([N:11]4[CH2:12][CH2:13][CH2:14][C@H:9]([NH:8][C:6](=[O:7])[CH2:5][OH:4])[CH2:10]4)[N:16]=[C:17]3[CH:34]=2)=[O:36])[S:39][CH:40]=1)([CH3:46])([CH3:44])[CH3:45]. The catalyst class is: 1. (5) Reactant: [F:1][C:2]1[CH:10]=[CH:9][C:8]2[NH:7][C:6]3[C:11]([C:24]#[N:25])=[CH:12][N:13]=[C:14]([NH:15][C@@H:16]4[CH2:21][CH2:20][C@@H:19]([OH:22])[CH2:18][C@H:17]4[CH3:23])[C:5]=3[C:4]=2[CH:3]=1.OO.C(=O)([O-])[O-:29].[K+].[K+]. Product: [F:1][C:2]1[CH:10]=[CH:9][C:8]2[NH:7][C:6]3[C:11]([C:24]([NH2:25])=[O:29])=[CH:12][N:13]=[C:14]([NH:15][C@@H:16]4[CH2:21][CH2:20][C@@H:19]([OH:22])[CH2:18][C@H:17]4[CH3:23])[C:5]=3[C:4]=2[CH:3]=1. The catalyst class is: 550. (6) Reactant: [OH-].[Na+].[CH2:3]([N:5]([C:16]1[CH:17]=[C:18]([C:22]2[CH:27]=[CH:26][C:25](/[CH:28]=[CH:29]/[C:30]([O:32]C)=[O:31])=[CH:24][CH:23]=2)[CH:19]=[CH:20][CH:21]=1)[C:6]([NH:8][CH2:9][CH2:10][CH2:11][CH2:12][CH2:13][CH2:14][CH3:15])=[O:7])[CH3:4]. Product: [CH2:3]([N:5]([C:16]1[CH:17]=[C:18]([C:22]2[CH:27]=[CH:26][C:25](/[CH:28]=[CH:29]/[C:30]([OH:32])=[O:31])=[CH:24][CH:23]=2)[CH:19]=[CH:20][CH:21]=1)[C:6]([NH:8][CH2:9][CH2:10][CH2:11][CH2:12][CH2:13][CH2:14][CH3:15])=[O:7])[CH3:4]. The catalyst class is: 83. (7) Reactant: [CH3:1][O:2][C:3]1[CH:4]=[C:5]2[C:10](=[CH:11][C:12]=1[CH3:13])[N:9]=[CH:8][CH:7]=[CH:6]2.C1C(=O)N([Br:21])C(=O)C1.[OH-].[K+]. Product: [Br:21][C:4]1[C:3]([O:2][CH3:1])=[C:12]([CH3:13])[CH:11]=[C:10]2[C:5]=1[CH:6]=[CH:7][CH:8]=[N:9]2. The catalyst class is: 82. (8) Reactant: [Cl:1][C:2]1[CH:3]=[C:4]([C:9]2([C:24]([F:27])([F:26])[F:25])[O:13][N:12]=[C:11]([C:14]3[CH:15]=[C:16]4[C:21](=[CH:22][CH:23]=3)[N:20]=[CH:19][CH:18]=[CH:17]4)[CH2:10]2)[CH:5]=[C:6]([Cl:8])[CH:7]=1.[B-]C#N.[Na+]. The catalyst class is: 5. Product: [Cl:1][C:2]1[CH:3]=[C:4]([C:9]2([C:24]([F:25])([F:27])[F:26])[O:13][N:12]=[C:11]([C:14]3[CH:15]=[C:16]4[C:21](=[CH:22][CH:23]=3)[NH:20][CH2:19][CH2:18][CH2:17]4)[CH2:10]2)[CH:5]=[C:6]([Cl:8])[CH:7]=1.